Predict the product of the given reaction. From a dataset of Forward reaction prediction with 1.9M reactions from USPTO patents (1976-2016). (1) Given the reactants [Si]([O:8][C@@H:9]1[CH2:14][CH2:13][C@H:12]([O:15][C:16]2[C:21]([Cl:22])=[CH:20][C:19]([S:23]([N:26]([CH2:33][C:34]3[CH:39]=[CH:38][C:37]([O:40][CH3:41])=[CH:36][C:35]=3[O:42][CH3:43])[C:27]3[CH:32]=[CH:31][N:30]=[CH:29][N:28]=3)(=[O:25])=[O:24])=[C:18]([F:44])[CH:17]=2)[C@@H:11]([C:45]2[N:49]([CH3:50])[N:48]=[CH:47][CH:46]=2)[CH2:10]1)(C(C)(C)C)(C)C.[F-].C([N+](CCCC)(CCCC)CCCC)CCC.Cl, predict the reaction product. The product is: [Cl:22][C:21]1[C:16]([O:15][C@H:12]2[CH2:13][CH2:14][C@@H:9]([OH:8])[CH2:10][C@@H:11]2[C:45]2[N:49]([CH3:50])[N:48]=[CH:47][CH:46]=2)=[CH:17][C:18]([F:44])=[C:19]([S:23]([N:26]([CH2:33][C:34]2[CH:39]=[CH:38][C:37]([O:40][CH3:41])=[CH:36][C:35]=2[O:42][CH3:43])[C:27]2[CH:32]=[CH:31][N:30]=[CH:29][N:28]=2)(=[O:25])=[O:24])[CH:20]=1. (2) Given the reactants C(OC([N:8]1[CH2:13][CH2:12][N:11]([C:14]2[CH:19]=[C:18]([N:20]3[CH2:25][CH2:24][O:23][CH2:22][CH2:21]3)[CH:17]=[CH:16][C:15]=2[CH:26]2[CH2:31][C:30]([CH3:33])([CH3:32])[CH2:29][C:28]([CH3:35])([CH3:34])[CH2:27]2)[CH2:10][CH2:9]1)=O)(C)(C)C.FC(F)(F)C(O)=O.ClCCl.C(=O)([O-])O.[Na+], predict the reaction product. The product is: [N:11]1([C:14]2[CH:19]=[C:18]([N:20]3[CH2:21][CH2:22][O:23][CH2:24][CH2:25]3)[CH:17]=[CH:16][C:15]=2[CH:26]2[CH2:27][C:28]([CH3:35])([CH3:34])[CH2:29][C:30]([CH3:32])([CH3:33])[CH2:31]2)[CH2:10][CH2:9][NH:8][CH2:13][CH2:12]1. (3) Given the reactants Cl[CH2:2][CH2:3][O:4][C:5]1[C:13]2[C:8](=[N:9][CH:10]=[N:11][C:12]=2[NH:14][C:15]2[CH:20]=[CH:19][C:18]([O:21][CH2:22][C:23]3[CH:28]=[CH:27][CH:26]=[CH:25][N:24]=3)=[C:17]([Cl:29])[CH:16]=2)[NH:7][N:6]=1.[C:30]([N:33]1[CH2:38][CH2:37][NH:36][CH2:35][CH2:34]1)(=[O:32])[CH3:31], predict the reaction product. The product is: [C:30]([N:33]1[CH2:38][CH2:37][N:36]([CH2:2][CH2:3][O:4][C:5]2[C:13]3[C:8](=[N:9][CH:10]=[N:11][C:12]=3[NH:14][C:15]3[CH:20]=[CH:19][C:18]([O:21][CH2:22][C:23]4[CH:28]=[CH:27][CH:26]=[CH:25][N:24]=4)=[C:17]([Cl:29])[CH:16]=3)[NH:7][N:6]=2)[CH2:35][CH2:34]1)(=[O:32])[CH3:31]. (4) Given the reactants [CH3:1][C:2]1[CH:39]=[C:38]([CH3:40])[CH:37]=[CH:36][C:3]=1[O:4][CH2:5][C@H:6]([OH:35])[CH2:7][NH:8][C:9]1[CH:14]=[CH:13][NH:12][C:11](=[O:15])[C:10]=1[C:16]1[NH:27][C:26]2[C:18](=[CH:19][C:20]3[CH2:21][N:22]([CH:29]4[CH2:34][CH2:33][NH:32][CH2:31][CH2:30]4)[C:23](=[O:28])[C:24]=3[CH:25]=2)[N:17]=1.Br[CH:42]1[CH2:44][CH2:43]1.CCN(C(C)C)C(C)C, predict the reaction product. The product is: [CH:42]1([N:32]2[CH2:31][CH2:30][CH:29]([N:22]3[CH2:21][C:20]4[CH:19]=[C:18]5[C:26]([NH:27][C:16]([C:10]6[C:11](=[O:15])[NH:12][CH:13]=[CH:14][C:9]=6[NH:8][CH2:7][CH:6]([OH:35])[CH2:5][O:4][C:3]6[CH:36]=[CH:37][C:38]([CH3:40])=[CH:39][C:2]=6[CH3:1])=[N:17]5)=[CH:25][C:24]=4[C:23]3=[O:28])[CH2:34][CH2:33]2)[CH2:44][CH2:43]1.